From a dataset of Full USPTO retrosynthesis dataset with 1.9M reactions from patents (1976-2016). Predict the reactants needed to synthesize the given product. (1) Given the product [C:1]([C:5]1[CH:42]=[CH:41][C:8]([CH2:9][O:10][C:11]2[CH:16]=[CH:15][CH:14]=[CH:13][C:12]=2/[CH:17]=[CH:18]/[CH:19]([CH2:31][CH2:32][C:33]2[CH:38]=[CH:37][C:36]([C:39]3[NH:49][N:48]=[N:47][N:40]=3)=[CH:35][CH:34]=2)[CH2:20][C:21]2[CH:22]=[CH:23][C:24]([C:25]([O:27][CH3:28])=[O:26])=[CH:29][CH:30]=2)=[CH:7][CH:6]=1)([CH3:4])([CH3:2])[CH3:3], predict the reactants needed to synthesize it. The reactants are: [C:1]([C:5]1[CH:42]=[CH:41][C:8]([CH2:9][O:10][C:11]2[CH:16]=[CH:15][CH:14]=[CH:13][C:12]=2/[CH:17]=[CH:18]/[CH:19]([CH2:31][CH2:32][C:33]2[CH:38]=[CH:37][C:36]([C:39]#[N:40])=[CH:35][CH:34]=2)[CH2:20][C:21]2[CH:30]=[CH:29][C:24]([C:25]([O:27][CH3:28])=[O:26])=[CH:23][CH:22]=2)=[CH:7][CH:6]=1)([CH3:4])([CH3:3])[CH3:2].C[Si]([N:47]=[N+:48]=[N-:49])(C)C.C([Sn](=O)CCCC)CCC. (2) Given the product [Br:1][C:2]1[CH:25]=[C:5]2[N:6]=[C:7]([CH3:24])[C:8]([C@H:18]([OH:23])[C:19]([O:21][CH3:22])=[O:20])=[C:9]([N:10]3[CH2:15][CH2:14][C:13]([CH3:17])([CH3:16])[CH2:12][CH2:11]3)[N:4]2[N:3]=1, predict the reactants needed to synthesize it. The reactants are: [Br:1][C:2]1[CH:25]=[C:5]2[N:6]=[C:7]([CH3:24])[C:8]([C:18](=[O:23])[C:19]([O:21][CH3:22])=[O:20])=[C:9]([N:10]3[CH2:15][CH2:14][C:13]([CH3:17])([CH3:16])[CH2:12][CH2:11]3)[N:4]2[N:3]=1.C(#N)C.C(=O)=O.[B]1OC2C(=CC=CC=2)O1.O. (3) Given the product [C:8]([C:7]1[N:6]=[CH:5][C:4]([NH:10][C@@H:11]2[CH2:16][CH2:15][CH2:14][CH2:13][C@@H:12]2[NH:17][C:18](=[O:24])[O:19][C:20]([CH3:23])([CH3:22])[CH3:21])=[CH:3][C:2]=1[NH:25][C:26]1[O:30][N:29]=[C:28]([CH3:31])[CH:27]=1)#[N:9], predict the reactants needed to synthesize it. The reactants are: Br[C:2]1[CH:3]=[C:4]([NH:10][C@@H:11]2[CH2:16][CH2:15][CH2:14][CH2:13][C@@H:12]2[NH:17][C:18](=[O:24])[O:19][C:20]([CH3:23])([CH3:22])[CH3:21])[CH:5]=[N:6][C:7]=1[C:8]#[N:9].[NH2:25][C:26]1[O:30][N:29]=[C:28]([CH3:31])[CH:27]=1.O(C1C=CC=CC=1)[Na].O.O.O.CC1(C)C2C(=C(P(C3C=CC=CC=3)C3C=CC=CC=3)C=CC=2)OC2C(P(C3C=CC=CC=3)C3C=CC=CC=3)=CC=CC1=2. (4) Given the product [CH3:48][O:47][CH:36]1[NH:35][C:34]([NH2:31])=[N:39][CH:38]=[C:37]1[C:2]1[CH:3]=[C:4]([O:14][CH:15]2[CH2:16][CH2:17][NH:18][CH2:19][CH2:20]2)[N:5]=[C:6]([N:8]2[CH2:9][CH2:10][O:11][CH2:12][CH2:13]2)[N:7]=1, predict the reactants needed to synthesize it. The reactants are: Cl[C:2]1[N:7]=[C:6]([N:8]2[CH2:13][CH2:12][O:11][CH2:10][CH2:9]2)[N:5]=[C:4]([O:14][CH:15]2[CH2:20][CH2:19][N:18](C(OC(C)(C)C)=O)[CH2:17][CH2:16]2)[CH:3]=1.O1CC[N:31]([C:34]2[N:39]=[C:38](C3C=NC(N)=NC=3)[CH:37]=[C:36]([O:47][C:48]3C=NC=CC=3)[N:35]=2)CC1. (5) Given the product [N+:1]([C:4]1[CH:9]=[CH:8][C:7]([NH:10][CH:11]([C:14]2[CH:19]=[CH:18][CH:17]=[CH:16][CH:15]=2)[CH3:12])=[CH:6][CH:5]=1)([O-:3])=[O:2], predict the reactants needed to synthesize it. The reactants are: [N+:1]([C:4]1[CH:9]=[CH:8][C:7]([NH2:10])=[CH:6][CH:5]=1)([O-:3])=[O:2].[C:11]([C:14]1[CH:19]=[CH:18][CH:17]=[CH:16][CH:15]=1)(=O)[CH3:12].[H]1[BH]234[BH]567[H][BH]895[H][BH]5%108[BH]8%11%12[BH]659[BH]827[BH]23%11[BH]3%12%10[H][BH]1423. (6) Given the product [CH2:7]([N:14]1[CH2:19][CH2:18][C:17]2([C:22]3[C:23](=[N:24][CH:25]=[CH:26][CH:27]=3)[NH:21][CH2:20]2)[CH2:16][CH2:15]1)[C:8]1[CH:13]=[CH:12][CH:11]=[CH:10][CH:9]=1, predict the reactants needed to synthesize it. The reactants are: [H-].[H-].[H-].[H-].[Li+].[Al+3].[CH2:7]([N:14]1[CH2:19][CH2:18][C:17]([C:22]2[C:23](Cl)=[N:24][CH:25]=[CH:26][CH:27]=2)([C:20]#[N:21])[CH2:16][CH2:15]1)[C:8]1[CH:13]=[CH:12][CH:11]=[CH:10][CH:9]=1.